Dataset: Full USPTO retrosynthesis dataset with 1.9M reactions from patents (1976-2016). Task: Predict the reactants needed to synthesize the given product. (1) Given the product [CH3:1][O:2][C:3]([C:5]1[N:6]([CH2:16][C:17]2[CH:18]=[CH:19][CH:20]=[CH:21][CH:22]=2)[C:7]([C:12]([O:14][CH3:15])=[O:13])=[C:8]2[C:9]=1[O:10][CH2:33][C:30]([CH2:35][CH3:36])([CH2:28][CH3:29])[CH2:31][O:11]2)=[O:4], predict the reactants needed to synthesize it. The reactants are: [CH3:1][O:2][C:3]([C:5]1[N:6]([CH2:16][C:17]2[CH:22]=[CH:21][CH:20]=[CH:19][CH:18]=2)[C:7]([C:12]([O:14][CH3:15])=[O:13])=[C:8]([OH:11])[C:9]=1[OH:10])=[O:4].N1C=CC=C1.[CH2:28]([C:30]([CH2:35][CH3:36])([CH2:33]O)[CH2:31]O)[CH3:29].C1(P(C2C=CC=CC=2)C2C=CC=CC=2)C=CC=CC=1.N(C(OCC)=O)=NC(OCC)=O. (2) Given the product [Cl:1][C:2]1[CH:9]=[C:8]([Cl:10])[CH:7]=[CH:6][C:3]=1[CH:4]([F:23])[C:15]#[N:16], predict the reactants needed to synthesize it. The reactants are: [Cl:1][C:2]1[CH:9]=[C:8]([Cl:10])[CH:7]=[CH:6][C:3]=1[CH:4]=O.C[Si]([C:15]#[N:16])(C)C.CCN(S(F)(F)[F:23])CC. (3) Given the product [N+:9]([C:5]1[CH:4]=[CH:3][C:2]([N:12]2[CH:16]=[CH:15][CH:14]=[CH:13]2)=[CH:8][C:6]=1[NH2:7])([O-:11])=[O:10], predict the reactants needed to synthesize it. The reactants are: Cl[C:2]1[CH:3]=[CH:4][C:5]([N+:9]([O-:11])=[O:10])=[C:6]([CH:8]=1)[NH2:7].[NH:12]1[CH:16]=[CH:15][CH:14]=[CH:13]1.[OH-].[K+]. (4) Given the product [CH2:24]([CH:31]([C:37]([NH:17][C:11]1[CH:12]=[CH:13][C:14]([CH3:16])=[C:15]2[C:10]=1[CH:9]=[C:8]([CH3:18])[N:7]2[CH2:6][C:5]1[CH:19]=[CH:20][C:2]([OH:1])=[C:3]([CH:21]([CH3:23])[CH3:22])[CH:4]=1)=[O:38])[C:32]([O:34][CH2:35][CH3:36])=[O:33])[C:25]1[CH:30]=[CH:29][CH:28]=[CH:27][CH:26]=1, predict the reactants needed to synthesize it. The reactants are: [OH:1][C:2]1[CH:20]=[CH:19][C:5]([CH2:6][N:7]2[C:15]3[C:10](=[C:11]([NH2:17])[CH:12]=[CH:13][C:14]=3[CH3:16])[CH:9]=[C:8]2[CH3:18])=[CH:4][C:3]=1[CH:21]([CH3:23])[CH3:22].[CH2:24]([CH:31]([C:37](OCC)=[O:38])[C:32]([O:34][CH2:35][CH3:36])=[O:33])[C:25]1[CH:30]=[CH:29][CH:28]=[CH:27][CH:26]=1.